From a dataset of Catalyst prediction with 721,799 reactions and 888 catalyst types from USPTO. Predict which catalyst facilitates the given reaction. Reactant: [Cl:1][C:2]1[C:3]([NH2:18])=[C:4]2[C:9](=[CH:10][CH:11]=1)[N:8]=[C:7]([N:12]1[CH2:17][CH2:16][O:15][CH2:14][CH2:13]1)[CH:6]=[CH:5]2.C([O-])([O-])=O.[K+].[K+].[Cl:25][CH2:26][C:27](Cl)=[O:28]. Product: [Cl:25][CH2:26][C:27]([NH:18][C:3]1[C:2]([Cl:1])=[CH:11][CH:10]=[C:9]2[C:4]=1[CH:5]=[CH:6][C:7]([N:12]1[CH2:13][CH2:14][O:15][CH2:16][CH2:17]1)=[N:8]2)=[O:28]. The catalyst class is: 21.